Dataset: Peptide-MHC class I binding affinity with 185,985 pairs from IEDB/IMGT. Task: Regression. Given a peptide amino acid sequence and an MHC pseudo amino acid sequence, predict their binding affinity value. This is MHC class I binding data. (1) The peptide sequence is FMRSISDDA. The MHC is HLA-A02:11 with pseudo-sequence HLA-A02:11. The binding affinity (normalized) is 0.579. (2) The peptide sequence is FIIFLFILL. The MHC is HLA-A31:01 with pseudo-sequence HLA-A31:01. The binding affinity (normalized) is 0.435. (3) The binding affinity (normalized) is 0. The peptide sequence is RLRPGGKKK. The MHC is HLA-B44:03 with pseudo-sequence HLA-B44:03. (4) The peptide sequence is YLRQRQVAL. The MHC is HLA-C03:03 with pseudo-sequence HLA-C03:03. The binding affinity (normalized) is 0.575. (5) The peptide sequence is YPLTFGWCY. The MHC is HLA-B57:01 with pseudo-sequence HLA-B57:01. The binding affinity (normalized) is 0.0386.